This data is from Catalyst prediction with 721,799 reactions and 888 catalyst types from USPTO. The task is: Predict which catalyst facilitates the given reaction. (1) Reactant: C(S([N:7]=[C:8]([C:22]1[CH:23]=[CH:24][CH:25]=[C:26]2[C:31]=1[N:30]=[CH:29][CH:28]=[CH:27]2)[C:9]1[CH:21]=[CH:20][C:12]([C:13]([N:15]([CH2:18][CH3:19])[CH2:16][CH3:17])=[O:14])=[CH:11][CH:10]=1)=O)(C)(C)C.Cl.CCOCC. Product: [NH2:7][CH:8]([C:22]1[CH:23]=[CH:24][CH:25]=[C:26]2[C:31]=1[N:30]=[CH:29][CH:28]=[CH:27]2)[C:9]1[CH:21]=[CH:20][C:12]([C:13]([N:15]([CH2:18][CH3:19])[CH2:16][CH3:17])=[O:14])=[CH:11][CH:10]=1. The catalyst class is: 5. (2) Reactant: CN(C(ON1N=NC2C=CC=NC1=2)=[N+](C)C)C.F[P-](F)(F)(F)(F)F.[OH:25][C:26]1[CH:27]=[C:28]([CH:32]=[CH:33][C:34]=1[N+:35]([O-:37])=[O:36])[C:29]([OH:31])=O.C(N(CC)CC)C.Cl.[CH3:46][O:47][CH:48]1[CH2:51][NH:50][CH2:49]1. Product: [OH:25][C:26]1[CH:27]=[C:28]([C:29]([N:50]2[CH2:51][CH:48]([O:47][CH3:46])[CH2:49]2)=[O:31])[CH:32]=[CH:33][C:34]=1[N+:35]([O-:37])=[O:36]. The catalyst class is: 4. (3) Reactant: [Cl:1][C:2]1[CH:7]=[CH:6][C:5]([N:8]2[CH2:17][C:16]3[C:12]4=[C:13]([C:21](=[O:25])[N:22]([CH3:24])[CH:23]=[C:11]4[C:10]4[CH:26]=[C:27]([CH2:30][S:31]([CH3:34])(=[O:33])=[O:32])[CH:28]=[CH:29][C:9]2=4)[NH:14][C:15]=3[C:18]([OH:20])=O)=[CH:4][CH:3]=1.C(Cl)(=O)C(Cl)=O.C[N:42](C=O)C.[OH-].[NH4+]. Product: [Cl:1][C:2]1[CH:3]=[CH:4][C:5]([N:8]2[CH2:17][C:16]3[C:12]4=[C:13]([C:21](=[O:25])[N:22]([CH3:24])[CH:23]=[C:11]4[C:10]4[CH:26]=[C:27]([CH2:30][S:31]([CH3:34])(=[O:33])=[O:32])[CH:28]=[CH:29][C:9]2=4)[NH:14][C:15]=3[C:18]([NH2:42])=[O:20])=[CH:6][CH:7]=1. The catalyst class is: 4. (4) Reactant: [NH2:1][C:2]1[CH:7]=[C:6]([C:8]([F:11])([F:10])[F:9])[C:5]([C:12]2[CH2:17][CH2:16][N:15]([C:18]([O:20][C:21]([CH3:24])([CH3:23])[CH3:22])=[O:19])[CH2:14][CH:13]=2)=[C:4]([Cl:25])[CH:3]=1.N1([C:31](N2C=CN=C2)=[S:32])C=CN=C1. Product: [Cl:25][C:4]1[CH:3]=[C:2]([N:1]=[C:31]=[S:32])[CH:7]=[C:6]([C:8]([F:10])([F:11])[F:9])[C:5]=1[C:12]1[CH2:17][CH2:16][N:15]([C:18]([O:20][C:21]([CH3:22])([CH3:24])[CH3:23])=[O:19])[CH2:14][CH:13]=1. The catalyst class is: 2. (5) Reactant: Br[CH2:2][C:3]1[CH:8]=[CH:7][C:6]([C:9]2[N:10]=[N:11][N:12]([CH3:14])[N:13]=2)=[CH:5][CH:4]=1.Cl.O.[NH:17]1[CH2:22][CH2:21][C:20](=[O:23])[CH2:19][CH2:18]1.C(N(CC)C(C)C)(C)C. Product: [CH3:14][N:12]1[N:11]=[N:10][C:9]([C:6]2[CH:7]=[CH:8][C:3]([CH2:2][N:17]3[CH2:22][CH2:21][C:20](=[O:23])[CH2:19][CH2:18]3)=[CH:4][CH:5]=2)=[N:13]1. The catalyst class is: 16. (6) Reactant: [CH3:1][C:2]1[N:3]=[C:4]([N:8]2[CH2:13][CH2:12][CH2:11][CH2:10][CH2:9]2)[S:5][C:6]=1[CH3:7].[Cl:14]N1C(=O)CCC1=O.C(=O)([O-])O.[Na+]. Product: [Cl:14][CH2:1][C:2]1[N:3]=[C:4]([N:8]2[CH2:13][CH2:12][CH2:11][CH2:10][CH2:9]2)[S:5][C:6]=1[CH3:7]. The catalyst class is: 10. (7) Reactant: [F:1][C:2]1[CH:10]=[CH:9][C:8]([F:11])=[CH:7][C:3]=1[CH2:4][C:5]#[N:6].[C:12]([O:16][C:17]([CH3:20])([CH3:19])[CH3:18])(=[O:15])[CH:13]=[CH2:14]. Product: [C:17]([O:16][C:12](=[O:15])[CH2:13][CH2:14][C:4]([C:3]1[CH:7]=[C:8]([F:11])[CH:9]=[CH:10][C:2]=1[F:1])([C:5]#[N:6])[CH2:14][CH2:13][C:12]([O:16][C:17]([CH3:20])([CH3:19])[CH3:18])=[O:15])([CH3:20])([CH3:19])[CH3:18]. The catalyst class is: 218. (8) Reactant: N1[CH:5]=[CH:4][N:3]=[CH:2]1.[CH2:6]1[CH2:12][S:9](=[O:11])(=[O:10])[O:8][CH2:7]1. Product: [NH+:3]1[CH:2]=[CH:7][CH:6]=[CH:5][CH:4]=1.[CH2:12]([S:9]([OH:11])(=[O:10])=[O:8])[CH2:6][CH3:7]. The catalyst class is: 17.